From a dataset of Full USPTO retrosynthesis dataset with 1.9M reactions from patents (1976-2016). Predict the reactants needed to synthesize the given product. Given the product [CH:18]([C:16]1[CH:15]=[CH:14][N:13]=[C:12]2[N:11]([S:20]([C:23]3[CH:29]=[CH:28][C:26]([CH3:27])=[CH:25][CH:24]=3)(=[O:22])=[O:21])[CH:10]=[C:9]([C:4]([OH:6])=[O:5])[C:17]=12)=[O:19], predict the reactants needed to synthesize it. The reactants are: [Cl-].[Li+].O.[CH:4]([O-:6])=[O:5].[Li+].I[C:9]1[C:17]2[C:16]([CH:18]=[O:19])=[CH:15][CH:14]=[N:13][C:12]=2[N:11]([S:20]([C:23]2[CH:29]=[CH:28][C:26]([CH3:27])=[CH:25][CH:24]=2)(=[O:22])=[O:21])[CH:10]=1.C(OC(=O)C)(=O)C.CCN(C(C)C)C(C)C.